From a dataset of Reaction yield outcomes from USPTO patents with 853,638 reactions. Predict the reaction yield, written as a fraction of the theoretical maximum amount of product (1.0 means a 100% yield; for example, 0.34 means a 34% yield). (1) The catalyst is CO. The yield is 0.260. The reactants are [F:1][C:2]1[C:3]([N:19]2[CH:23]=[C:22]([CH2:24][N:25]3[CH:29]=[CH:28][CH:27]=[N:26]3)[N:21]=[N:20]2)=[C:4](N2CC(CNC(=O)C)OC2=O)[CH:5]=[CH:6][CH:7]=1.Cl.[C:31](=[O:34])([O-])[O-:32].[Na+].[Na+]. The product is [NH2:19][CH2:23][CH:22]1[O:32][C:31](=[O:34])[N:25]([C:6]2[CH:5]=[CH:4][C:3]([N:19]3[CH:23]=[C:22]([CH2:24][N:25]4[CH:29]=[CH:28][CH:27]=[N:26]4)[N:21]=[N:20]3)=[C:2]([F:1])[CH:7]=2)[CH2:24]1. (2) The reactants are C([C:3]1[N:8]=[C:7]([C:9]#[N:10])[C:6]([C:11]([O:13][CH3:14])=[O:12])=[C:5]([NH:15][C:16]2[CH:17]=[C:18]([CH3:22])[CH:19]=[CH:20][CH:21]=2)[N:4]=1)#N.C(N(CC)C(C)C)(C)C.[CH:32]1([NH2:38])[CH2:37][CH2:36][CH2:35][CH2:34][CH2:33]1.C([O-])(O)=O.[Na+]. The catalyst is CN(C=O)C. The product is [C:9]([C:7]1[C:6]([C:11]([O:13][CH3:14])=[O:12])=[C:5]([NH:15][C:16]2[CH:17]=[C:18]([CH3:22])[CH:19]=[CH:20][CH:21]=2)[N:4]=[C:3]([NH:38][CH:32]2[CH2:37][CH2:36][CH2:35][CH2:34][CH2:33]2)[N:8]=1)#[N:10]. The yield is 0.900. (3) The reactants are [C:1]([OH:8])(=[O:7])/[CH:2]=[CH:3]/[C:4]([OH:6])=[O:5].Cl[CH2:10][C:11]([N:13]1[CH2:18][CH2:17][O:16][CH2:15][CH2:14]1)=[O:12]. The catalyst is CN1CCCC1=O. The product is [N:13]1([C:11](=[O:12])[CH2:10][O:5][C:4](/[CH:3]=[CH:2]/[C:1]([OH:8])=[O:7])=[O:6])[CH2:18][CH2:17][O:16][CH2:15][CH2:14]1. The yield is 0.240. (4) The yield is 1.00. The product is [Br:5][C:6]1[CH:14]=[CH:13][C:9]([C:10]([N:23]2[CH2:24][CH2:25][N:20]([CH3:19])[CH2:21][CH2:22]2)=[O:12])=[C:8]([S:15]([CH3:18])(=[O:17])=[O:16])[CH:7]=1. The reactants are S(Cl)(Cl)=O.[Br:5][C:6]1[CH:14]=[CH:13][C:9]([C:10]([OH:12])=O)=[C:8]([S:15]([CH3:18])(=[O:17])=[O:16])[CH:7]=1.[CH3:19][N:20]1[CH2:25][CH2:24][NH:23][CH2:22][CH2:21]1.C(N(CC)CC)C. The catalyst is CN(C=O)C.C(Cl)Cl. (5) The reactants are [NH2:1][C:2]1[C:7]([Cl:8])=[CH:6][C:5]([Cl:9])=[CH:4][N:3]=1.[C:10]1(=O)[CH2:15][CH2:14][CH2:13][C:12](=[O:16])[CH2:11]1.O.C1(C)C=CC(S(O)(=O)=O)=CC=1.C(=O)(O)[O-].[Na+]. The catalyst is C1(C)C=CC=CC=1. The product is [Cl:8][C:7]1[C:2]([NH:1][C:10]2[CH2:15][CH2:14][CH2:13][C:12](=[O:16])[CH:11]=2)=[N:3][CH:4]=[C:5]([Cl:9])[CH:6]=1. The yield is 0.500. (6) The reactants are [CH2:1]([CH:3]([N:6]1[C:10]2[CH:11]=[CH:12][C:13]([C:15](O)=[O:16])=[CH:14][C:9]=2[N:8]=[C:7]1[CH2:18][C:19]1[S:20][CH:21]=[CH:22][CH:23]=1)[CH2:4][CH3:5])[CH3:2].CN(C=O)C.C(Cl)(=O)C([Cl:32])=O. The catalyst is ClCCl. The product is [CH2:1]([CH:3]([N:6]1[C:10]2[CH:11]=[CH:12][C:13]([C:15]([Cl:32])=[O:16])=[CH:14][C:9]=2[N:8]=[C:7]1[CH2:18][C:19]1[S:20][CH:21]=[CH:22][CH:23]=1)[CH2:4][CH3:5])[CH3:2]. The yield is 1.00. (7) The reactants are [CH2:1]([O:3][C:4]([C:6]1[CH:11]=[CH:10][C:9]([O:12][CH2:13][C:14]2[C:15]([C:27]3[CH:32]=[CH:31][C:30]([F:33])=[CH:29][CH:28]=3)=[N:16][O:17][C:18]=2/[CH:19]=C/C2C=CC=CC=2)=[CH:8][N:7]=1)=[O:5])[CH3:2].[BH4-].[Na+].C[OH:37]. No catalyst specified. The product is [CH2:1]([O:3][C:4]([C:6]1[CH:11]=[CH:10][C:9]([O:12][CH2:13][C:14]2[C:15]([C:27]3[CH:28]=[CH:29][C:30]([F:33])=[CH:31][CH:32]=3)=[N:16][O:17][C:18]=2[CH2:19][OH:37])=[CH:8][N:7]=1)=[O:5])[CH3:2]. The yield is 0.590. (8) The reactants are [CH2:1]([N:8]([CH2:20][C:21]1[CH:26]=[CH:25][CH:24]=[CH:23][CH:22]=1)[C@@H:9]1[CH2:18][CH2:17][C:16]2[C:11](=[C:12](Br)[CH:13]=[CH:14][CH:15]=2)[CH2:10]1)[C:2]1[CH:7]=[CH:6][CH:5]=[CH:4][CH:3]=1.[B:27]1([B:27]2[O:31][C:30]([CH3:33])([CH3:32])[C:29]([CH3:35])([CH3:34])[O:28]2)[O:31][C:30]([CH3:33])([CH3:32])[C:29]([CH3:35])([CH3:34])[O:28]1. The catalyst is C(O)(C)C. The product is [CH2:1]([N:8]([CH2:20][C:21]1[CH:26]=[CH:25][CH:24]=[CH:23][CH:22]=1)[C@@H:9]1[CH2:18][CH2:17][C:16]2[C:11](=[C:12]([B:27]3[O:31][C:30]([CH3:33])([CH3:32])[C:29]([CH3:35])([CH3:34])[O:28]3)[CH:13]=[CH:14][CH:15]=2)[CH2:10]1)[C:2]1[CH:7]=[CH:6][CH:5]=[CH:4][CH:3]=1. The yield is 0.560.